From a dataset of Reaction yield outcomes from USPTO patents with 853,638 reactions. Predict the reaction yield, written as a fraction of the theoretical maximum amount of product (1.0 means a 100% yield; for example, 0.34 means a 34% yield). (1) The reactants are [Br:1][C:2]1[CH:3]=[C:4]2[C:8](=[CH:9][CH:10]=1)[NH:7][CH:6]=[C:5]2[CH:11]([NH:16][C:17]([C:19]1[C:27]2[C:22](=[CH:23][CH:24]=[C:25]([Br:28])[CH:26]=2)[NH:21][CH:20]=1)=[O:18])[C:12]([O:14]C)=[O:13].O.[OH-].[Li+]. The catalyst is CO.O. The product is [Br:1][C:2]1[CH:3]=[C:4]2[C:8](=[CH:9][CH:10]=1)[NH:7][CH:6]=[C:5]2[CH:11]([NH:16][C:17]([C:19]1[C:27]2[C:22](=[CH:23][CH:24]=[C:25]([Br:28])[CH:26]=2)[NH:21][CH:20]=1)=[O:18])[C:12]([OH:14])=[O:13]. The yield is 0.940. (2) The reactants are C([O:3][C:4]([C:6]1[C:7]([C:12]2[CH:17]=[CH:16][CH:15]=[CH:14][N:13]=2)=[N:8][O:9][C:10]=1[CH3:11])=O)C.[H-].[Al+3].[Li+].[H-].[H-].[H-].O.[OH-].[Na+]. The catalyst is C1COCC1. The product is [CH3:11][C:10]1[O:9][N:8]=[C:7]([C:12]2[CH:17]=[CH:16][CH:15]=[CH:14][N:13]=2)[C:6]=1[CH2:4][OH:3]. The yield is 0.860. (3) The reactants are [NH2:1][CH:2]([CH2:6][C:7]1[C:16]2[C:11](=[CH:12][CH:13]=[CH:14][CH:15]=2)[CH:10]=[CH:9][CH:8]=1)[C:3](O)=[O:4].C([O:24][N:25]1C2C(=CC=CC=2)[C@H](C)[C@H](NC(=O)OC(C)(C)C)C1=O)C1C=CC=CC=1.C(Cl)Cl.C1(C)C=CC(S(O)(=O)=O)=CC=1. The catalyst is B(Cl)(Cl)Cl. The product is [NH2:1][CH:2]1[CH2:6][C:7]2[C:16]3[CH:15]=[CH:14][CH:13]=[CH:12][C:11]=3[CH:10]=[CH:9][C:8]=2[N:25]([OH:24])[C:3]1=[O:4]. The yield is 0.100. (4) The reactants are [F:1][CH2:2][CH2:3][CH2:4][C:5]1[CH:10]=[CH:9][C:8]([C:11]2[CH:12]=[N:13][CH:14]=[CH:15][C:16]=2[N+:17]([O-])=O)=[CH:7][CH:6]=1. The catalyst is P(OCC)(OCC)(OCC)=O. The product is [F:1][CH2:2][CH2:3][CH2:4][C:5]1[CH:10]=[CH:9][C:8]2[C:11]3[CH:12]=[N:13][CH:14]=[CH:15][C:16]=3[NH:17][C:7]=2[CH:6]=1. The yield is 0.280. (5) The reactants are Br[C:2]1[C:3]([NH:9][CH2:10][C:11]([O:13]CC)=O)=[N:4][CH:5]=[C:6]([Br:8])[N:7]=1.[CH3:16][O:17][CH2:18][CH2:19][NH2:20].C(N(C(C)C)CC)(C)C.C(OCC)(=O)C.O. The catalyst is CS(C)=O.C(O)(=O)C. The product is [Br:8][C:6]1[N:7]=[C:2]2[N:20]([CH2:19][CH2:18][O:17][CH3:16])[C:11](=[O:13])[CH2:10][NH:9][C:3]2=[N:4][CH:5]=1. The yield is 0.270. (6) The reactants are [Cl:1][C:2]1[CH:3]=[C:4]([CH:7]=[C:8]([OH:11])[C:9]=1[OH:10])[CH:5]=[O:6].[C:12]([O-])([O-])=O.[Cs+].[Cs+].O. The catalyst is CN(C=O)C. The product is [Cl:1][C:2]1[C:9]2[O:10][CH2:12][O:11][C:8]=2[CH:7]=[C:4]([CH:5]=[O:6])[CH:3]=1. The yield is 0.700. (7) The reactants are [CH2:1]([CH:8]([C:14]([NH:16][C@H:17]([C:28]1[S:29][CH:30]=[C:31]([CH2:33][CH3:34])[N:32]=1)[CH2:18][C:19]1[CH:24]=[CH:23][C:22]([N+:25]([O-:27])=[O:26])=[CH:21][CH:20]=1)=[O:15])[C:9]([O:11]CC)=O)[C:2]1[CH:7]=[CH:6][CH:5]=[CH:4][CH:3]=1.C(=O)([O-])[O-].[K+].[K+].[C:41](=[N:44]O)([NH2:43])[CH3:42]. The catalyst is C1(C)C=CC=CC=1. The product is [CH2:33]([C:31]1[N:32]=[C:28]([C@@H:17]([NH:16][C:14](=[O:15])[CH:8]([C:9]2[O:11][N:44]=[C:41]([CH3:42])[N:43]=2)[CH2:1][C:2]2[CH:3]=[CH:4][CH:5]=[CH:6][CH:7]=2)[CH2:18][C:19]2[CH:20]=[CH:21][C:22]([N+:25]([O-:27])=[O:26])=[CH:23][CH:24]=2)[S:29][CH:30]=1)[CH3:34]. The yield is 0.940. (8) The yield is 0.830. No catalyst specified. The reactants are [OH:1][C:2]1[N:10]=[CH:9][CH:8]=[CH:7][C:3]=1[C:4]([OH:6])=[O:5].[OH:11][S:12](O)(=[O:14])=[O:13].O=S(=O)=O. The product is [OH:1][C:2]1[N:10]=[CH:9][C:8]([S:12]([OH:14])(=[O:13])=[O:11])=[CH:7][C:3]=1[C:4]([OH:6])=[O:5]. (9) The reactants are [Cl:1][C:2]1[CH:7]=[C:6]([O:8][CH3:9])[CH:5]=[CH:4][C:3]=1[C:10]1[CH:15]=[CH:14][N:13]=[C:12](OS(C(F)(F)F)(=O)=O)[C:11]=1[N+:24]([O-:26])=[O:25].[CH3:27][O:28][CH2:29][CH:30]([NH2:32])[CH3:31]. No catalyst specified. The product is [Cl:1][C:2]1[CH:7]=[C:6]([O:8][CH3:9])[CH:5]=[CH:4][C:3]=1[C:10]1[CH:15]=[CH:14][N:13]=[C:12]([NH:32][CH:30]([CH3:31])[CH2:29][O:28][CH3:27])[C:11]=1[N+:24]([O-:26])=[O:25]. The yield is 0.680. (10) The reactants are [Br:1][C:2]1[C:3]([F:21])=[C:4]([C:8]([CH3:20])=[C:9]([N:11]([CH2:18][CH3:19])[CH:12]2[CH2:17][CH2:16][O:15][CH2:14][CH2:13]2)[CH:10]=1)[C:5]([OH:7])=O.C1CN([P+](ON2N=NC3C=CC=CC2=3)(N2CCCC2)N2CCCC2)CC1.F[P-](F)(F)(F)(F)F.C(N(C(C)C)C(C)C)C.[NH2:64][CH2:65][C:66]1[C:67](=[O:74])[NH:68][C:69]([CH3:73])=[CH:70][C:71]=1[CH3:72]. The catalyst is CN(C)C=O.CCOC(C)=O. The product is [Br:1][C:2]1[C:3]([F:21])=[C:4]([C:8]([CH3:20])=[C:9]([N:11]([CH2:18][CH3:19])[CH:12]2[CH2:17][CH2:16][O:15][CH2:14][CH2:13]2)[CH:10]=1)[C:5]([NH:64][CH2:65][C:66]1[C:67](=[O:74])[NH:68][C:69]([CH3:73])=[CH:70][C:71]=1[CH3:72])=[O:7]. The yield is 0.410.